From a dataset of Full USPTO retrosynthesis dataset with 1.9M reactions from patents (1976-2016). Predict the reactants needed to synthesize the given product. (1) Given the product [F:1][C:2]1[CH:3]=[CH:4][C:5]([C@@H:8]2[NH:13][C:12](=[O:14])[C@H:11]([CH2:15][CH:16]([CH3:18])[CH3:17])[N:10]([C:28]([C@@H:26]3[CH2:27][C@H:25]3[C:19]3[CH:24]=[CH:23][CH:22]=[CH:21][CH:20]=3)=[O:29])[CH2:9]2)=[CH:6][CH:7]=1, predict the reactants needed to synthesize it. The reactants are: [F:1][C:2]1[CH:7]=[CH:6][C:5]([C@@H:8]2[NH:13][C:12](=[O:14])[C@H:11]([CH2:15][CH:16]([CH3:18])[CH3:17])[NH:10][CH2:9]2)=[CH:4][CH:3]=1.[C:19]1([C@@H:25]2[CH2:27][C@H:26]2[C:28](O)=[O:29])[CH:24]=[CH:23][CH:22]=[CH:21][CH:20]=1.C([C@@H]1N(C([C@@H]2C[C@H]2C2C=CC=CC=2)=O)C[C@H](CC(C)C)NC1=O)C(C)C. (2) Given the product [OH:1][CH2:2][CH2:3][C:4]1[CH:12]=[CH:11][CH:10]=[C:9]2[C:5]=1[C:6](=[CH:31][C:26]1[NH:27][C:28]3[C:24]([CH:25]=1)=[CH:23][C:22]([O:21][CH2:20][CH2:19][N:14]1[CH2:18][CH2:17][CH2:16][CH2:15]1)=[CH:30][CH:29]=3)[C:7](=[O:13])[NH:8]2, predict the reactants needed to synthesize it. The reactants are: [OH:1][CH2:2][CH2:3][C:4]1[CH:12]=[CH:11][CH:10]=[C:9]2[C:5]=1[CH2:6][C:7](=[O:13])[NH:8]2.[N:14]1([CH2:19][CH2:20][O:21][C:22]2[CH:23]=[C:24]3[C:28](=[CH:29][CH:30]=2)[NH:27][C:26]([CH:31]=O)=[CH:25]3)[CH2:18][CH2:17][CH2:16][CH2:15]1.